From a dataset of Forward reaction prediction with 1.9M reactions from USPTO patents (1976-2016). Predict the product of the given reaction. (1) Given the reactants [C:1]1([S:7]([C:10]2[CH:11]=[CH:12][C:13]3[O:18][CH2:17][C:16](=O)[NH:15][C:14]=3[CH:20]=2)(=[O:9])=[O:8])[CH:6]=[CH:5][CH:4]=[CH:3][CH:2]=1.CSC.B.Cl.C(=O)([O-])[O-].[K+].[K+], predict the reaction product. The product is: [C:1]1([S:7]([C:10]2[CH:11]=[CH:12][C:13]3[O:18][CH2:17][CH2:16][NH:15][C:14]=3[CH:20]=2)(=[O:9])=[O:8])[CH:2]=[CH:3][CH:4]=[CH:5][CH:6]=1. (2) The product is: [CH2:12]([N:14]1[CH2:20][CH2:19][CH2:18][N:17]([C:2]2[N:7]=[CH:6][C:5]([C:8]([O:10][CH3:11])=[O:9])=[CH:4][N:3]=2)[CH2:16][CH2:15]1)[CH3:13]. Given the reactants Cl[C:2]1[N:7]=[CH:6][C:5]([C:8]([O:10][CH3:11])=[O:9])=[CH:4][N:3]=1.[CH2:12]([N:14]1[CH2:20][CH2:19][CH2:18][NH:17][CH2:16][CH2:15]1)[CH3:13].C(N(C(C)C)C(C)C)C, predict the reaction product.